This data is from Reaction yield outcomes from USPTO patents with 853,638 reactions. The task is: Predict the reaction yield, written as a fraction of the theoretical maximum amount of product (1.0 means a 100% yield; for example, 0.34 means a 34% yield). (1) The reactants are [NH:1]1[CH2:6][CH2:5][O:4][CH2:3][CH2:2]1.[N:7]1[C:14]([Cl:15])=[N:13][C:11](Cl)=[N:10][C:8]=1[Cl:9]. The catalyst is C(Cl)(Cl)Cl.O. The product is [Cl:9][C:8]1[N:7]=[C:14]([Cl:15])[N:13]=[C:11]([N:1]2[CH2:6][CH2:5][O:4][CH2:3][CH2:2]2)[N:10]=1. The yield is 0.390. (2) The reactants are [CH2:1]([O:8][C:9]1[CH:16]=[CH:15][C:12]([CH:13]=O)=[CH:11][C:10]=1[O:17][CH3:18])[C:2]1[CH:7]=[CH:6][CH:5]=[CH:4][CH:3]=1.C([O-])(=O)C.[Na+].Cl.[NH2:25]O.[OH-].[Na+]. The catalyst is C(O)(=O)C. The yield is 0.800. The product is [CH2:1]([O:8][C:9]1[CH:16]=[CH:15][C:12]([C:13]#[N:25])=[CH:11][C:10]=1[O:17][CH3:18])[C:2]1[CH:7]=[CH:6][CH:5]=[CH:4][CH:3]=1.